This data is from Reaction yield outcomes from USPTO patents with 853,638 reactions. The task is: Predict the reaction yield, written as a fraction of the theoretical maximum amount of product (1.0 means a 100% yield; for example, 0.34 means a 34% yield). (1) The reactants are Cl[C:2]1[CH:11]=[C:10]([CH3:12])[C:9]2[C:4](=[CH:5][CH:6]=[CH:7][CH:8]=2)[N:3]=1.[NH:13]1[CH2:18][CH2:17][NH:16][CH2:15][CH2:14]1.C(=O)([O-])[O-].[K+].[K+]. The catalyst is CN(C)C=O. The product is [CH3:12][C:10]1[C:9]2[C:4](=[CH:5][CH:6]=[CH:7][CH:8]=2)[N:3]=[C:2]([N:13]2[CH2:18][CH2:17][NH:16][CH2:15][CH2:14]2)[CH:11]=1. The yield is 0.860. (2) The reactants are [Cl:1][C:2]1[C:3]([OH:18])=[CH:4][C:5](=[O:17])[N:6]([C:8]2[CH:15]=[CH:14][C:11]([C:12]#[N:13])=[C:10]([F:16])[CH:9]=2)[CH:7]=1.O[CH:20]1[CH2:25][CH2:24][N:23]([C:26]([O:28][C:29]([CH3:32])([CH3:31])[CH3:30])=[O:27])[CH2:22][CH:21]1[CH3:33].C1(P(C2C=CC=CC=2)C2C=CC=CC=2)C=CC=CC=1.CCOC(/N=N/C(OCC)=O)=O. The catalyst is C1COCC1. The product is [Cl:1][C:2]1[C:3]([O:18][C@@H:20]2[CH2:25][CH2:24][N:23]([C:26]([O:28][C:29]([CH3:32])([CH3:31])[CH3:30])=[O:27])[CH2:22][C@H:21]2[CH3:33])=[CH:4][C:5](=[O:17])[N:6]([C:8]2[CH:15]=[CH:14][C:11]([C:12]#[N:13])=[C:10]([F:16])[CH:9]=2)[CH:7]=1. The yield is 0.501. (3) No catalyst specified. The yield is 0.810. The reactants are BrC1C=CC([N:8]2[CH2:13][CH2:12][N:11]([S:14]([CH2:17][C:18]3([C:24]([OH:26])=[O:25])[CH2:23][CH2:22][O:21][CH2:20][CH2:19]3)(=[O:16])=[O:15])[CH2:10][CH2:9]2)=CC=1.Cl.Cl.[F:29][C:30]1[CH:35]=[CH:34][C:33]([C:36]2[CH:37]=[N:38][C:39](N3CCNCC3)=[N:40][CH:41]=2)=[CH:32][CH:31]=1.COC(C1(S(Cl)(=O)=O)CCOC(C)C1)=O. The product is [F:29][C:30]1[CH:31]=[CH:32][C:33]([C:36]2[CH:41]=[N:40][C:39]([N:8]3[CH2:13][CH2:12][N:11]([S:14]([CH2:17][C:18]4([C:24]([OH:26])=[O:25])[CH2:19][CH2:20][O:21][CH2:22][CH2:23]4)(=[O:15])=[O:16])[CH2:10][CH2:9]3)=[N:38][CH:37]=2)=[CH:34][CH:35]=1. (4) The reactants are [Br:1][C:2]1[CH:7]=[CH:6][C:5]([SH:8])=[CH:4][CH:3]=1.[H-].[Na+].Br[CH2:12][CH2:13][CH3:14].O. The catalyst is CN(C)C=O. The product is [Br:1][C:2]1[CH:7]=[CH:6][C:5]([S:8][CH2:12][CH2:13][CH3:14])=[CH:4][CH:3]=1. The yield is 1.00. (5) The reactants are [NH2:1][C:2]1[N:3]=[CH:4][C:5]2[C:10]([CH:11]=1)=[CH:9][CH:8]=[CH:7][CH:6]=2.C[O:13][C:14](=O)[C:15]1[CH:20]=[CH:19][CH:18]=[CH:17][C:16]=1[NH:21][CH2:22][C:23]1[CH:28]=[CH:27][N:26]=[C:25]([NH:29][C:30]([N:32]2[CH2:37][CH2:36][O:35][CH2:34][CH2:33]2)=[O:31])[CH:24]=1.C[Al](C)C. The catalyst is ClCCCl.C(=O)([O-])O.[Na+]. The product is [CH:4]1[C:5]2[C:10](=[CH:9][CH:8]=[CH:7][CH:6]=2)[CH:11]=[C:2]([NH:1][C:14]([C:15]2[CH:20]=[CH:19][CH:18]=[CH:17][C:16]=2[NH:21][CH2:22][C:23]2[CH:28]=[CH:27][N:26]=[C:25]([NH:29][C:30]([N:32]3[CH2:33][CH2:34][O:35][CH2:36][CH2:37]3)=[O:31])[CH:24]=2)=[O:13])[N:3]=1. The yield is 0.320. (6) The reactants are [F:1][C:2]1([F:48])[CH2:7][CH2:6][CH:5]([C:8]2[C:17]3[CH:16]([O:18][CH2:19][C:20]4[CH:25]=[CH:24][C:23]([O:26][CH3:27])=[CH:22][CH:21]=4)[CH2:15][C:14]([CH3:29])([CH3:28])[CH2:13][C:12]=3[N:11]=[C:10]([CH:30]3[CH2:35][CH2:34][NH:33][CH2:32][CH2:31]3)[C:9]=2[CH:36]([F:47])[C:37]2[CH:42]=[CH:41][C:40]([C:43]([F:46])([F:45])[F:44])=[CH:39][CH:38]=2)[CH2:4][CH2:3]1.[Br:49][C:50]1[CH:51]=[N:52][C:53](Cl)=[N:54][CH:55]=1.C(N(C(C)C)CC)(C)C.Cl. The catalyst is O1CCOCC1. The product is [Br:49][C:50]1[CH:51]=[N:52][C:53]([N:33]2[CH2:34][CH2:35][CH:30]([C:10]3[C:9]([CH:36]([F:47])[C:37]4[CH:38]=[CH:39][C:40]([C:43]([F:45])([F:46])[F:44])=[CH:41][CH:42]=4)=[C:8]([CH:5]4[CH2:6][CH2:7][C:2]([F:1])([F:48])[CH2:3][CH2:4]4)[C:17]4[CH:16]([O:18][CH2:19][C:20]5[CH:21]=[CH:22][C:23]([O:26][CH3:27])=[CH:24][CH:25]=5)[CH2:15][C:14]([CH3:28])([CH3:29])[CH2:13][C:12]=4[N:11]=3)[CH2:31][CH2:32]2)=[N:54][CH:55]=1. The yield is 0.860.